Dataset: Ames mutagenicity test results for genotoxicity prediction. Task: Regression/Classification. Given a drug SMILES string, predict its toxicity properties. Task type varies by dataset: regression for continuous values (e.g., LD50, hERG inhibition percentage) or binary classification for toxic/non-toxic outcomes (e.g., AMES mutagenicity, cardiotoxicity, hepatotoxicity). Dataset: ames. (1) The compound is O=[N+]([O-])c1ccc(SSc2ccc([N+](=O)[O-])cc2)cc1. The result is 1 (mutagenic). (2) The drug is Cc1c(O)cccc1O. The result is 0 (non-mutagenic). (3) The drug is C[N@+]1([O-])CCC[C@@H]1c1cccnc1. The result is 0 (non-mutagenic). (4) The compound is CC(OP(=O)(OC(C)C(Br)CBr)OC(C)C(Br)CBr)C(Br)CBr. The result is 1 (mutagenic). (5) The compound is ClC(Cl)=C(Cl)C(Cl)=C(Cl)Cl. The result is 0 (non-mutagenic). (6) The drug is Cc1c(N)cnc2c1nc1c(C)cccn12. The result is 1 (mutagenic). (7) The drug is Nc1nc(-c2ccccc2)c(CCO)c2ncnn12. The result is 0 (non-mutagenic).